From a dataset of Full USPTO retrosynthesis dataset with 1.9M reactions from patents (1976-2016). Predict the reactants needed to synthesize the given product. (1) Given the product [CH:19]1([C:24]2[CH:25]=[CH:26][C:27]([O:1][CH2:2][CH2:3][CH2:4][O:5][C:6]3[CH:11]=[CH:10][C:9]([CH2:12][C@H:13]([O:17][CH3:18])[C:14]([OH:16])=[O:15])=[CH:8][CH:7]=3)=[CH:28][CH:29]=2)[CH2:20][CH2:21][CH2:22][CH2:23]1, predict the reactants needed to synthesize it. The reactants are: [OH:1][CH2:2][CH2:3][CH2:4][O:5][C:6]1[CH:11]=[CH:10][C:9]([CH2:12][C@H:13]([O:17][CH3:18])[C:14]([OH:16])=[O:15])=[CH:8][CH:7]=1.[CH:19]1([C:24]2[CH:29]=[CH:28][C:27](O)=[CH:26][CH:25]=2)[CH2:23][CH2:22][CH2:21][CH2:20]1. (2) Given the product [CH:5]([CH:8]1[N:9]([C:15]([O:17][CH2:18][C:19]2[CH:20]=[CH:21][CH:22]=[CH:23][CH:24]=2)=[O:16])[CH2:10][C:11]2[CH:42]=[N:37][NH:35][C:12]=2[CH2:13]1)([CH3:4])[CH3:6], predict the reactants needed to synthesize it. The reactants are: ClC1C=[CH:6][C:5]([CH:8]2[CH2:13][C:12](=O)[CH2:11][CH2:10][N:9]2[C:15]([O:17][CH2:18][C:19]2[CH:24]=[CH:23][CH:22]=[CH:21][CH:20]=2)=[O:16])=[CH:4]C=1.FC1C=CC([Mg]Br)=CC=1.O.[NH2:35]N.[NH:37]1[CH2:42]CC(=O)CC1.